From a dataset of Catalyst prediction with 721,799 reactions and 888 catalyst types from USPTO. Predict which catalyst facilitates the given reaction. (1) Reactant: [CH3:1][O:2][CH2:3][C@@H:4]([O:6][C:7]1[CH:8]=[C:9]([OH:24])[CH:10]=[C:11]([C:13]2[NH:14][C:15]([C:18]3[O:19][CH2:20][C@@H:21]([CH3:23])[N:22]=3)=[CH:16][CH:17]=2)[CH:12]=1)[CH3:5].Br[C:26]1[CH:31]=[N:30][C:29]([S:32]([CH3:35])(=[O:34])=[O:33])=[CH:28][N:27]=1.C(=O)([O-])[O-].[Cs+].[Cs+].O. Product: [CH3:1][O:2][CH2:3][C@@H:4]([O:6][C:7]1[CH:8]=[C:9]([CH:10]=[C:11]([C:13]2[NH:14][C:15]([C:18]3[O:19][CH2:20][C@@H:21]([CH3:23])[N:22]=3)=[CH:16][CH:17]=2)[CH:12]=1)[O:24][C:26]1[CH:31]=[N:30][C:29]([S:32]([CH3:35])(=[O:34])=[O:33])=[CH:28][N:27]=1)[CH3:5]. The catalyst class is: 10. (2) Reactant: [Br:1][C:2]1[C:7]([NH2:8])=[CH:6][CH:5]=[C:4]([C:9]2[CH:10]=[C:11]3[C:15](=[CH:16][CH:17]=2)[N:14]([CH3:18])[N:13]=[CH:12]3)[N:3]=1.[F:19][C:20]([F:31])([F:30])[C:21](O[C:21](=[O:22])[C:20]([F:31])([F:30])[F:19])=[O:22]. Product: [Br:1][C:2]1[C:7]([NH:8][C:21](=[O:22])[C:20]([F:31])([F:30])[F:19])=[CH:6][CH:5]=[C:4]([C:9]2[CH:10]=[C:11]3[C:15](=[CH:16][CH:17]=2)[N:14]([CH3:18])[N:13]=[CH:12]3)[N:3]=1. The catalyst class is: 64. (3) Reactant: [C:1]([O:5][C:6](=[O:42])[NH:7][C:8]1([C:12]2[CH:17]=[CH:16][C:15]([C:18]3[N:19]=C4C=C(B5OC(C)(C)C(C)(C)O5)C=CN4[C:35]=3[C:36]3[CH:41]=[CH:40][CH:39]=[CH:38][CH:37]=3)=[CH:14][CH:13]=2)[CH2:11][CH2:10][CH2:9]1)([CH3:4])([CH3:3])[CH3:2].Br[C:44]1[CH:49]=[CH:48][CH:47]=[CH:46][N:45]=1.O1[CH2:55][CH2:54]OCC1.[OH-].[Na+].O. Product: [C:1]([O:5][C:6](=[O:42])[NH:7][C:8]1([C:12]2[CH:17]=[CH:16][C:15]([C:18]3[N:19]=[C:44]4[CH:49]=[C:48]([C:55]5[CH:54]=[CH:10][CH:9]=[CH:8][N:7]=5)[CH:47]=[CH:46][N:45]4[C:35]=3[C:36]3[CH:37]=[CH:38][CH:39]=[CH:40][CH:41]=3)=[CH:14][CH:13]=2)[CH2:11][CH2:10][CH2:9]1)([CH3:4])([CH3:2])[CH3:3]. The catalyst class is: 3. (4) Reactant: [C:1]([C:3]1[CH:8]=[CH:7][C:6]([NH:9][N:10]=[CH:11][C:12](O)=O)=[CH:5][C:4]=1[O:15][CH3:16])#[N:2].[Cl:17]N1C(=O)CCC1=O.C(=O)(O)[O-].[Na+].[CH:30]([CH:32]1[CH2:36][CH2:35][CH2:34][CH2:33]1)=C. Product: [Cl:17][C:11]1[CH2:12][CH:30]([CH:32]2[CH2:36][CH2:35][CH2:34][CH2:33]2)[N:9]([C:6]2[CH:7]=[CH:8][C:3]([C:1]#[N:2])=[C:4]([O:15][CH3:16])[CH:5]=2)[N:10]=1. The catalyst class is: 69. (5) Reactant: [CH3:1][N:2]([CH3:27])[C:3]([C:5]1[C:14]2[CH2:13][CH2:12][CH:11]([C:15]3[CH:20]=[CH:19][CH:18]=[CH:17][CH:16]=3)[CH2:10][C:9]=2[C:8]2=[N:21][C:22]([CH3:26])=[C:23]([CH:24]=[O:25])[N:7]2[CH:6]=1)=[O:4].[BH4-].[Na+].[Cl-].[NH4+].ClCCl. Product: [CH3:1][N:2]([CH3:27])[C:3]([C:5]1[C:14]2[CH2:13][CH2:12][CH:11]([C:15]3[CH:20]=[CH:19][CH:18]=[CH:17][CH:16]=3)[CH2:10][C:9]=2[C:8]2=[N:21][C:22]([CH3:26])=[C:23]([CH2:24][OH:25])[N:7]2[CH:6]=1)=[O:4]. The catalyst class is: 5.